From a dataset of Reaction yield outcomes from USPTO patents with 853,638 reactions. Predict the reaction yield, written as a fraction of the theoretical maximum amount of product (1.0 means a 100% yield; for example, 0.34 means a 34% yield). The reactants are [C:1]1([CH3:21])[CH:6]=[CH:5][C:4]([S:7]([N:10]2[C:14]3=[N:15][CH:16]=[CH:17][CH:18]=[C:13]3[C:12]([CH2:19]O)=[CH:11]2)(=[O:9])=[O:8])=[CH:3][CH:2]=1.P(Br)(Br)([Br:24])=O. The catalyst is C1COCC1. The product is [Br:24][CH2:19][C:12]1[C:13]2[C:14](=[N:15][CH:16]=[CH:17][CH:18]=2)[N:10]([S:7]([C:4]2[CH:5]=[CH:6][C:1]([CH3:21])=[CH:2][CH:3]=2)(=[O:9])=[O:8])[CH:11]=1. The yield is 0.630.